Task: Predict the product of the given reaction.. Dataset: Forward reaction prediction with 1.9M reactions from USPTO patents (1976-2016) (1) Given the reactants [Cl:1][C:2]1[C:3]([F:28])=[C:4]([CH:8]2[C:12]([C:15]3[CH:20]=[CH:19][C:18]([Cl:21])=[CH:17][C:16]=3[F:22])([C:13]#[N:14])[CH:11]([CH2:23][C:24]([CH3:27])([CH3:26])[CH3:25])[CH2:10][NH:9]2)[CH:5]=[CH:6][CH:7]=1.[Cl:29][C:30]1[CH:35]=[CH:34][C:33]([N:36]=[C:37]=[O:38])=[CH:32][N:31]=1, predict the reaction product. The product is: [Cl:29][C:30]1[N:31]=[CH:32][C:33]([NH:36][C:37]([N:9]2[CH2:10][CH:11]([CH2:23][C:24]([CH3:25])([CH3:27])[CH3:26])[C:12]([C:15]3[CH:20]=[CH:19][C:18]([Cl:21])=[CH:17][C:16]=3[F:22])([C:13]#[N:14])[CH:8]2[C:4]2[CH:5]=[CH:6][CH:7]=[C:2]([Cl:1])[C:3]=2[F:28])=[O:38])=[CH:34][CH:35]=1. (2) The product is: [OH:11][CH2:10][C:3]1[CH:4]=[CH:5][CH:6]=[C:7]([CH2:8][OH:9])[C:2]=1[NH:1][C:17](=[O:18])[O:16][C:13]([CH3:15])([CH3:14])[CH3:12]. Given the reactants [NH2:1][C:2]1[C:7]([CH2:8][OH:9])=[CH:6][CH:5]=[CH:4][C:3]=1[CH2:10][OH:11].[CH3:12][C:13]([O:16][C:17](O[C:17]([O:16][C:13]([CH3:15])([CH3:14])[CH3:12])=[O:18])=[O:18])([CH3:15])[CH3:14], predict the reaction product. (3) The product is: [CH3:25][N:22]1[C:23](=[O:24])[N:18]2[CH:17]=[N:16][C:15]([C:12]3[N:13]([CH3:30])[CH:14]=[C:10]([C:4]4[CH:5]=[CH:6][CH:7]=[CH:8][CH:9]=4)[N:11]=3)=[C:19]2[N:20]=[N:21]1. Given the reactants [H-].[Na+].Cl.[C:4]1([C:10]2[N:11]=[C:12]([C:15]3[N:16]=[CH:17][N:18]4[C:23](=[O:24])[N:22]([CH2:25]C#C)[N:21]=[N:20][C:19]=34)[NH:13][CH:14]=2)[CH:9]=[CH:8][CH:7]=[CH:6][CH:5]=1.[H][H].[CH3:30]I, predict the reaction product. (4) Given the reactants [OH:1][C:2]1[CH:10]=[CH:9][CH:8]=[C:7]2[C:3]=1[C:4](=[O:12])[O:5][C:6]2=[O:11].[CH3:13][N:14]([C:18]1[CH:23]=[CH:22][CH:21]=[CH:20][CH:19]=1)[C:15](Cl)=[O:16], predict the reaction product. The product is: [O:11]=[C:6]1[C:7]2[C:3](=[C:2]([O:1][C:15](=[O:16])[N:14]([CH3:13])[C:18]3[CH:23]=[CH:22][CH:21]=[CH:20][CH:19]=3)[CH:10]=[CH:9][CH:8]=2)[C:4](=[O:12])[O:5]1.